Dataset: Experimentally validated miRNA-target interactions with 360,000+ pairs, plus equal number of negative samples. Task: Binary Classification. Given a miRNA mature sequence and a target amino acid sequence, predict their likelihood of interaction. (1) The miRNA is mmu-miR-1981-5p with sequence GUAAAGGCUGGGCUUAGACGUGGC. The protein sequence of the target gene is MDSGTRPVGSCCSSPAGLSREYKLVMLGAGGVGKSAMTMQFISHRFPEDHDPTIEDAYKIRIRIDDEPANLDILDTAGQAEFTAMRDQYMRAGEGFIICYSITDRRSFHEVREFKQLIYRVRRTDDTPVVLVGNKSDLKQLRQVTKEEGLALAREFSCPFFETSAAYRYYIDDVFHALVREIRRKEKEAVLAMEKKSKPKNSVWKRLKSPFRKKKDSVT. Result: 0 (no interaction). (2) The miRNA is hsa-miR-134-3p with sequence CCUGUGGGCCACCUAGUCACCAA. The protein sequence of the target gene is MAEHGESSEDRISEIDYEFLPELSALLGVDAFQVAKSQEEEEHKERMKMKKGFNSQMRSEAKRLKTFETYDTFRSWTPQEMAAAGFYHTGVRLGVQCFCCSLILFGNSLRKLPIERHKKLRPECEFLQGKDVGNIGKYDIRVKRPEKMLRGGKARYHEEEARLESFEDWPFYAHGTSPRVLSAAGFVFTGKRDTVQCFSCGGSLGNWEEGDDPWKEHAKWFPKCEFLQSKKSSEEIAQYIQSYEGFVHVTGEHFVKSWVRRELPMVSAYCNDSVFANEELRMDMFKDWPQESPVGVEALV.... Result: 0 (no interaction). (3) The miRNA is hsa-miR-4443 with sequence UUGGAGGCGUGGGUUUU. The protein sequence of the target gene is MSGSTQPVAQTWRATEPRYPPHSLSYPVQIARTHTDVGLLEYQHHSRDYASHLSPGSIIQPQRRRPSLLSEFQPGNERSQELHLRPESHSYLPELGKSEMEFIESKRPRLELLPDPLLRPSPLLATGQPAGSEDLTKDRSLTGKLEPVSPPSPPHTDPELELVPPRLSKEELIQNMDRVDREITMVEQQISKLKKKQQQLEEEAAKPPEPEKPVSPPPIESKHRSLVQIIYDENRKKAEAAHRILEGLGPQVELPLYNQPSDTRQYHENIKINQAMRKKLILYFKRRNHARKQWEQKFCQ.... Result: 1 (interaction). (4) The miRNA is hsa-miR-3670 with sequence AGAGCUCACAGCUGUCCUUCUCUA. The protein sequence of the target gene is MSLGRLCRLLKPALLCGALAAPGLAGTMCASRDDWRCARSMHEFSAKDIDGHMVNLDKYRGFVCIVTNVASQUGKTEVNYTQLVDLHARYAECGLRILAFPCNQFGKQEPGSNEEIKEFAAGYNVKFDMFSKICVNGDDAHPLWKWMKIQPKGKGILGNAIKWNFTKFLIDKNGCVVKRYGPMEEPLVIEKDLPHYF. Result: 0 (no interaction). (5) The miRNA is hsa-miR-23b-3p with sequence AUCACAUUGCCAGGGAUUACCAC. The protein sequence of the target gene is METPAAAAPAGSLFPSFLLLACGTLVAALLGAAHRLGLFYQLLHKVDKASVRHGGENVAAVLRAHGVRFIFTLVGGHISPLLVACEKLGIRVVDTRHEVTAVFAADAMARLSGTVGVAAVTAGPGLTNTVTAVKNAQMAQSPILLLGGAASTLLQNRGALQAVDQLSLFRPLCKFCVSVRRVRDIVPTLRAAMAAAQSGTPGPVFVELPVDVLYPYFMVQKEMVPAKPPKGLVGRVVSWYLENYLANLFAGAWEPQPEGPLPLDIPQASPQQVQRCVEILSRAKRPLMVLGSQALLTPTS.... Result: 1 (interaction). (6) Result: 1 (interaction). The protein sequence of the target gene is MTNPSDRVLPANSMAESREGDFGCTVMELRKLMELRSRDALTQINVHYGGVQNLCSRLKTSPVEGLSGNPADLEKRRQVFGHNVIPPKKPKTFLELVWEALQDVTLIILEIAAIISLVLSFYRPAGEENELCGQVATTPEDENEAQAGWIEGAAILFSVIIVVLVTAFNDWSKEKQFRGLQCRIEQEQKFSIIRNGQLIQLPVAEIVVGDIAQVKYGDLLPADGILIQGNDLKIDESSLTGESDHVKKSLDKDPMLLSGTHVMEGSGRMVVTAVGVNSQTGIILTLLGVNEDDEGEKKKK.... The miRNA is hsa-miR-6734-3p with sequence CCCUUCCCUCACUCUUCUCUCAG. (7) The miRNA is mmu-miR-1902 with sequence AGAGGUGCAGUAGGCAUGACUU. The protein sequence of the target gene is MAFLDNPTIILAHIRQSHVTSDDTGMCEMVLIDHDVDLEKIHPPSMPGDSGSEIQGSNGETQGYVYAQSVDITSSWDFGIRRRSNTAQRLERLRKERQNQIKCKNIQWKERNSKQSAQELKSLFEKKSLKEKPPISGKQSILSVRLEQCPLQLNNPFNEYSKFDGKGHVGTTATKKIDVYLPLHSSQDRLLPMTVVTMASARVQDLIGLICWQYTSEGREPKLNDNVSAYCLHIAEDDGEVDTDFPPLDSNEPIHKFGFSTLALVEKYSSPGLTSKESLFVRINAAHGFSLIQVDNTKVT.... Result: 0 (no interaction). (8) The miRNA is hsa-miR-3934-5p with sequence UCAGGUGUGGAAACUGAGGCAG. The protein sequence of the target gene is MAASVRQARSLLGVAATLAPGSRGYRARPPPRRRPGPRWPDPEDLLTPRWQLGPRYAAKQFARYGAASGVVPGSLWPSPEQLRELEAEEREWYPSLATMQESLRVKQLAEEQKRREREQHIAECMAKMPQMIVNWQQQQRENWEKAQADKERRARLQAEAQELLGYQVDPRSARFQELLQDLEKKERKRLKEEKQKRKKEARAAALAAAVAQDPAASGAPSS. Result: 0 (no interaction). (9) The miRNA is mmu-miR-124-3p with sequence UAAGGCACGCGGUGAAUGCC. The protein sequence of the target gene is MGARCRSFSALLLLLQVSSWLCQELEPESCSPGFSSEVYTFPVPERHLERGHVLGRVRFEGCTGRPRTAFFSEDSRFKVATDGTITVKRHLKLHKLETSFLVRARDSSHRELSTKVTLKSMGHHHHRHHHRDPASESNPELLMFPSVYPGLRRQKRDWVIPPISCPENEKGEFPKNLVQIKSNRDKETKVFYSITGQGADKPPVGVFIIERETGWLKVTQPLDREAIAKYILYSHAVSSNGEAVEDPMEIVITVTDQNDNRPEFTQEVFEGSVAEGAVPGTSVMKVSATDADDDVNTYNA.... Result: 1 (interaction).